Task: Predict the product of the given reaction.. Dataset: Forward reaction prediction with 1.9M reactions from USPTO patents (1976-2016) (1) Given the reactants FC(F)(F)C(O)=O.[Cl:8][C:9]1[C:10]([F:37])=[C:11]([CH:15]2[C:19]([C:22]3[CH:27]=[CH:26][C:25]([Cl:28])=[CH:24][CH:23]=3)([C:20]#[N:21])[CH:18]([CH2:29][C:30]([CH3:33])([CH3:32])[CH3:31])[NH:17][CH:16]2[C:34]([OH:36])=O)[CH:12]=[CH:13][CH:14]=1.[C:38]([NH:41][CH2:42][CH2:43][NH2:44])(=[O:40])[CH3:39].CN(C(ON1N=NC2C=CC=NC1=2)=[N+](C)C)C.F[P-](F)(F)(F)(F)F.CCN(C(C)C)C(C)C, predict the reaction product. The product is: [C:38]([NH:41][CH2:42][CH2:43][NH:44][C:34]([CH:16]1[CH:15]([C:11]2[CH:12]=[CH:13][CH:14]=[C:9]([Cl:8])[C:10]=2[F:37])[C:19]([C:22]2[CH:23]=[CH:24][C:25]([Cl:28])=[CH:26][CH:27]=2)([C:20]#[N:21])[CH:18]([CH2:29][C:30]([CH3:33])([CH3:31])[CH3:32])[NH:17]1)=[O:36])(=[O:40])[CH3:39]. (2) Given the reactants [Br:1][C:2]1[S:3][C:4](Br)=[N:5][N:6]=1.[C:8]1([OH:14])[CH:13]=[CH:12][CH:11]=[CH:10][CH:9]=1.C(=O)([O-])[O-].[Cs+].[Cs+], predict the reaction product. The product is: [Br:1][C:2]1[S:3][C:4]([O:14][C:8]2[CH:13]=[CH:12][CH:11]=[CH:10][CH:9]=2)=[N:5][N:6]=1. (3) Given the reactants Br[C:2]1[CH:3]=[C:4]([S:9]([NH:12][C:13]2[CH:14]=[N:15][C:16]([C:20]([F:23])([F:22])[F:21])=[CH:17][C:18]=2[OH:19])(=[O:11])=[O:10])C=N[C:7]=1[Cl:8].[CH3:24]S(Cl)(=O)=O.Br[C:30]1C=C(S(Cl)(=O)=O)C=N[C:35]=1[Cl:36], predict the reaction product. The product is: [Cl:36][C:35]1[CH:30]=[C:3]([CH2:4][S:9]([NH:12][C:13]2[CH:14]=[N:15][C:16]([C:20]([F:21])([F:22])[F:23])=[CH:17][C:18]=2[OH:19])(=[O:10])=[O:11])[CH:2]=[C:7]([Cl:8])[CH:24]=1. (4) Given the reactants [CH3:1][N:2]([CH3:7])[S:3](Cl)(=[O:5])=[O:4].[NH2:8][CH2:9][CH:10]1[CH2:15][CH2:14][CH:13]([CH2:16][NH2:17])[CH2:12][CH2:11]1.C(N(C(C)C)CC)(C)C, predict the reaction product. The product is: [NH2:8][CH2:9][CH:10]1[CH2:15][CH2:14][CH:13]([CH2:16][NH:17][S:3]([N:2]([CH3:7])[CH3:1])(=[O:5])=[O:4])[CH2:12][CH2:11]1. (5) Given the reactants [C:1]1([N+:7]2[N-:8]OC(=O)[CH:11]=2)[CH:6]=[CH:5][CH:4]=[CH:3][CH:2]=1.[CH3:13][C:14]([OH:18])([C:16]#[CH:17])[CH3:15], predict the reaction product. The product is: [C:1]1([N:7]2[CH:11]=[C:16]([C:14]([OH:18])([CH3:15])[CH3:13])[CH:17]=[N:8]2)[CH:6]=[CH:5][CH:4]=[CH:3][CH:2]=1.